Dataset: Reaction yield outcomes from USPTO patents with 853,638 reactions. Task: Predict the reaction yield, written as a fraction of the theoretical maximum amount of product (1.0 means a 100% yield; for example, 0.34 means a 34% yield). (1) The reactants are [CH3:1][O:2][C:3]1[CH:8]=[C:7](/[CH:9]=[CH:10]/[C:11]2[CH:16]=[CH:15][C:14]([O:17][CH3:18])=[C:13]([O:19]C(=O)C)[CH:12]=2)[CH:6]=[C:5]([O:23][CH3:24])[CH:4]=1.C[O-].[Na+].Cl. The catalyst is CO. The product is [CH3:24][O:23][C:5]1[CH:6]=[C:7](/[CH:9]=[CH:10]/[C:11]2[CH:16]=[CH:15][C:14]([O:17][CH3:18])=[C:13]([OH:19])[CH:12]=2)[CH:8]=[C:3]([O:2][CH3:1])[CH:4]=1. The yield is 0.850. (2) The reactants are Br[C:2]1[CH:3]=[N:4][CH:5]=[C:6]([O:8][C:9]2[CH:14]=[CH:13][C:12]([F:15])=[CH:11][CH:10]=2)[CH:7]=1.[C:16]([O:20][C:21]([N:23]1[CH2:28][C@@H:27]2[CH2:29][C@H:24]1[CH2:25][NH:26]2)=[O:22])([CH3:19])([CH3:18])[CH3:17].C1(C2C3C(=CC=CC=3)C=CC=2)C2C(=CC=CC=2)C=CC=1.CC(C)([O-])C.[Na+]. The catalyst is O.C1C=CC(/C=C/C(/C=C/C2C=CC=CC=2)=O)=CC=1.C1C=CC(/C=C/C(/C=C/C2C=CC=CC=2)=O)=CC=1.C1C=CC(/C=C/C(/C=C/C2C=CC=CC=2)=O)=CC=1.[Pd].[Pd].C1(C)C=CC=CC=1. The product is [F:15][C:12]1[CH:13]=[CH:14][C:9]([O:8][C:6]2[CH:7]=[C:2]([N:26]3[CH2:25][C@@H:24]4[CH2:29][C@H:27]3[CH2:28][N:23]4[C:21]([O:20][C:16]([CH3:19])([CH3:18])[CH3:17])=[O:22])[CH:3]=[N:4][CH:5]=2)=[CH:10][CH:11]=1. The yield is 0.900. (3) The product is [F:24][C:2]([F:1])([F:23])[O:3][C:4]1[CH:5]=[CH:6][C:7]([N:10]2[CH:14]=[N:13][C:12]([C:15]3[CH:22]=[CH:21][C:18]([CH:19]([OH:20])[CH3:25])=[CH:17][CH:16]=3)=[N:11]2)=[CH:8][CH:9]=1. The catalyst is O1CCCC1.C(=O)=O.CC(C)=O.O. The reactants are [F:1][C:2]([F:24])([F:23])[O:3][C:4]1[CH:9]=[CH:8][C:7]([N:10]2[CH:14]=[N:13][C:12]([C:15]3[CH:22]=[CH:21][C:18]([CH:19]=[O:20])=[CH:17][CH:16]=3)=[N:11]2)=[CH:6][CH:5]=1.[CH3:25][Mg]Br.Cl. The yield is 0.940. (4) The reactants are [F:1][C:2]1[CH:30]=[CH:29][C:5]([CH2:6][NH:7][C:8](=[O:28])[C:9]2[CH:25]=[CH:24][CH:23]=[C:11]([C:12]([NH:14][CH2:15][C:16]3[CH:21]=[CH:20][C:19]([F:22])=[CH:18][CH:17]=3)=[O:13])[C:10]=2[O:26]C)=[CH:4][CH:3]=1.B(Br)(Br)Br. The catalyst is C(Cl)Cl. The product is [F:1][C:2]1[CH:3]=[CH:4][C:5]([CH2:6][NH:7][C:8](=[O:28])[C:9]2[CH:25]=[CH:24][CH:23]=[C:11]([C:12]([NH:14][CH2:15][C:16]3[CH:21]=[CH:20][C:19]([F:22])=[CH:18][CH:17]=3)=[O:13])[C:10]=2[OH:26])=[CH:29][CH:30]=1. The yield is 0.210. (5) The reactants are [C:1]([C:5]1[CH:6]=[C:7]([C:15]2[S:19][C:18]([S:20]([NH:23]C(=O)OCC3C=CC=CC=3)(=[O:22])=[O:21])=[N:17][C:16]=2[CH2:34][CH:35]2[CH2:40][CH2:39][CH2:38][CH2:37][CH2:36]2)[CH:8]=[C:9]([C:11]2([CH3:14])[CH2:13][CH2:12]2)[CH:10]=1)([CH3:4])([CH3:3])[CH3:2]. The catalyst is CO.[Pd]. The product is [C:1]([C:5]1[CH:6]=[C:7]([C:15]2[S:19][C:18]([S:20]([NH2:23])(=[O:22])=[O:21])=[N:17][C:16]=2[CH2:34][CH:35]2[CH2:40][CH2:39][CH2:38][CH2:37][CH2:36]2)[CH:8]=[C:9]([C:11]2([CH3:14])[CH2:13][CH2:12]2)[CH:10]=1)([CH3:2])([CH3:3])[CH3:4]. The yield is 0.250. (6) The product is [ClH:15].[F:1][C:2]1[CH:3]=[CH:4][C:5]([N:10]2[CH:14]=[N:13][CH:12]=[N:11]2)=[C:6]([CH2:7][NH2:8])[CH:9]=1. The yield is 0.980. The catalyst is C(O)C. The reactants are [F:1][C:2]1[CH:3]=[CH:4][C:5]([N:10]2[CH:14]=[N:13][CH:12]=[N:11]2)=[C:6]([CH:9]=1)[C:7]#[N:8].[ClH:15].